From a dataset of Reaction yield outcomes from USPTO patents with 853,638 reactions. Predict the reaction yield, written as a fraction of the theoretical maximum amount of product (1.0 means a 100% yield; for example, 0.34 means a 34% yield). (1) The reactants are [N+:1]([C:4]1[CH:12]=[CH:11][CH:10]=[C:9]2[C:5]=1[C:6]([CH:20]=[CH2:21])=[N:7][N:8]2[C:13]([O:15][C:16]([CH3:19])([CH3:18])[CH3:17])=[O:14])([O-])=O. The catalyst is CO.C(OCC)(=O)C.[Pd]. The product is [NH2:1][C:4]1[CH:12]=[CH:11][CH:10]=[C:9]2[C:5]=1[C:6]([CH2:20][CH3:21])=[N:7][N:8]2[C:13]([O:15][C:16]([CH3:18])([CH3:17])[CH3:19])=[O:14]. The yield is 0.980. (2) The reactants are [C:1]([O:11][C:12]([C:15]([CH2:18][CH2:19]I)([F:17])[F:16])([F:14])[F:13])([C:4]([C:7]([F:10])([F:9])[F:8])([F:6])[F:5])([F:3])[F:2].CNC=[O:24].O. The catalyst is CCOCC. The product is [C:1]([O:11][C:12]([C:15]([CH2:18][CH2:19][OH:24])([F:17])[F:16])([F:14])[F:13])([C:4]([C:7]([F:10])([F:9])[F:8])([F:6])[F:5])([F:3])[F:2]. The yield is 0.850. (3) The yield is 0.900. The product is [CH3:12][C:7]1([CH3:13])[C:8](=[O:11])[C:9]2[C:5](=[CH:4][CH:3]=[C:2]([C:14]#[N:15])[CH:10]=2)[CH2:6]1. The reactants are Br[C:2]1[CH:10]=[C:9]2[C:5]([CH2:6][C:7]([CH3:13])([CH3:12])[C:8]2=[O:11])=[CH:4][CH:3]=1.[C:14]([Cu])#[N:15].CCOC(C)=O.O. The catalyst is CN1C(=O)CCC1. (4) The reactants are [C:1]([C:3]1[CH:4]=[CH:5][C:6]([F:11])=[C:7]([CH:10]=1)[CH:8]=[O:9])#[N:2].OO.Cl([O-])=[O:15].[Na+]. The catalyst is O.C(#N)C. The product is [C:1]([C:3]1[CH:4]=[CH:5][C:6]([F:11])=[C:7]([CH:10]=1)[C:8]([OH:15])=[O:9])#[N:2]. The yield is 0.900. (5) The reactants are [O:1]=[C:2]1[NH:7][C:6]2[CH:8]=[C:9]([CH2:12][N:13]3[CH2:18][CH2:17][N:16]([C:19]4[CH:27]=[CH:26][C:22]([C:23](O)=[O:24])=[CH:21][N:20]=4)[CH2:15][CH2:14]3)[CH:10]=[N:11][C:5]=2[N:4]2[CH2:28][CH2:29][CH2:30][CH2:31][C@@H:3]12.C([N:34]([CH:38]([CH3:40])[CH3:39])C(C)C)C.C1(N)CC1. The catalyst is CN(C=O)C. The product is [CH:38]1([NH:34][C:23](=[O:24])[C:22]2[CH:26]=[CH:27][C:19]([N:16]3[CH2:15][CH2:14][N:13]([CH2:12][C:9]4[CH:10]=[N:11][C:5]5[N:4]6[CH2:28][CH2:29][CH2:30][CH2:31][C@H:3]6[C:2](=[O:1])[NH:7][C:6]=5[CH:8]=4)[CH2:18][CH2:17]3)=[N:20][CH:21]=2)[CH2:40][CH2:39]1. The yield is 0.500. (6) The reactants are [H-].[Al+3].[Li+].[H-].[H-].[H-].[C:7](O[C:12]1[CH:16]=[CH:15][C-:14](CC)[CH:13]=1)(=[O:10])[CH2:8][CH3:9].[CH-:19]1[CH:23]=[CH:22][CH:21]=[CH:20]1.[Fe+2:24]. The catalyst is CCOCC. The product is [C-:19]1([CH2:9][CH2:8][CH2:7][OH:10])[CH:23]=[CH:22][CH:21]=[CH:20]1.[CH-:12]1[CH:16]=[CH:15][CH:14]=[CH:13]1.[Fe+2:24]. The yield is 0.990.